From a dataset of Forward reaction prediction with 1.9M reactions from USPTO patents (1976-2016). Predict the product of the given reaction. (1) Given the reactants [Cl:1][C:2]1[CH:7]=[C:6]2[NH:8][C:9](=[O:38])[C:10]3([CH:15]([C:16]4[CH:21]=[C:20]([Cl:22])[CH:19]=[CH:18][C:17]=4[O:23][C:24]([CH3:28])([CH3:27])[CH2:25][OH:26])[CH2:14][C:13](=[O:29])[NH:12][CH:11]3[C:30]3[CH:35]=[C:34]([F:36])[CH:33]=[CH:32][C:31]=3[CH3:37])[C:5]2=[CH:4][CH:3]=1.C1N=CN(C(N2C=NC=C2)=O)C=1.[CH3:51][S:52]([NH2:55])(=[O:54])=[O:53].[H-].[Na+], predict the reaction product. The product is: [Cl:1][C:2]1[CH:7]=[C:6]2[NH:8][C:9](=[O:38])[C:10]3([CH:15]([C:16]4[CH:21]=[C:20]([Cl:22])[CH:19]=[CH:18][C:17]=4[O:23][C:24]([CH3:28])([CH3:27])[C:25]([NH:55][S:52]([CH3:51])(=[O:54])=[O:53])=[O:26])[CH2:14][C:13](=[O:29])[NH:12][CH:11]3[C:30]3[CH:35]=[C:34]([F:36])[CH:33]=[CH:32][C:31]=3[CH3:37])[C:5]2=[CH:4][CH:3]=1. (2) Given the reactants Cl.C[O:3][C:4](=[O:11])[C@H:5]([CH2:7][C:8](=[O:10])[NH2:9])[NH2:6].C[N+]1(C2N=C(OC)N=C(OC)N=2)CCOCC1.[Cl-].Cl, predict the reaction product. The product is: [NH2:6][C@H:5]([C:4]([OH:11])=[O:3])[CH2:7][C:8](=[O:10])[NH2:9].